This data is from Forward reaction prediction with 1.9M reactions from USPTO patents (1976-2016). The task is: Predict the product of the given reaction. Given the reactants [CH:1]([O:4][C:5]1[CH:6]=[C:7]2[C:12](=[C:13]([CH3:30])[C:14]=1[O:15][C@H:16]1[C@@H:21]3[O:22]C(=O)[O:24][C@@H:20]3[C@@H:19]([O:26][CH3:27])[C:18]([CH3:29])([CH3:28])[O:17]1)[O:11][C:10](=[O:31])[C:9]([NH:32][C:33](=[O:42])OCC1C=CC=CC=1)=[CH:8]2)([CH3:3])[CH3:2].CCN=C=NCCCN(C)C.[CH3:54][O:55][C:56]1[CH:57]=[C:58]([C:62]2[C:67]([O:68][CH3:69])=[CH:66][CH:65]=[C:64](C(O)=O)[CH:63]=2)[CH:59]=[CH:60][CH:61]=1.C(=O)([O-])[O-], predict the reaction product. The product is: [OH:22][C@@H:21]1[C@H:20]([OH:24])[C@@H:19]([O:26][CH3:27])[C:18]([CH3:28])([CH3:29])[O:17][C@H:16]1[O:15][C:14]1[C:13]([CH3:30])=[C:12]2[C:7]([CH:8]=[C:9]([NH:32][C:33]([C:64]3[CH:63]=[C:62]([C:58]4[CH:59]=[CH:60][CH:61]=[C:56]([O:55][CH3:54])[CH:57]=4)[C:67]([O:68][CH3:69])=[CH:66][CH:65]=3)=[O:42])[C:10](=[O:31])[O:11]2)=[CH:6][C:5]=1[O:4][CH:1]([CH3:3])[CH3:2].